This data is from Full USPTO retrosynthesis dataset with 1.9M reactions from patents (1976-2016). The task is: Predict the reactants needed to synthesize the given product. (1) Given the product [CH3:1][O:2][C:3](=[O:12])[C:4]1[CH:9]=[CH:8][C:7]([CH:10]([OH:11])[CH2:13][CH2:14][CH2:15][CH2:16][CH2:17][CH3:18])=[CH:6][CH:5]=1, predict the reactants needed to synthesize it. The reactants are: [CH3:1][O:2][C:3](=[O:12])[C:4]1[CH:9]=[CH:8][C:7]([CH:10]=[O:11])=[CH:6][CH:5]=1.[CH2:13]([Mg]Cl)[CH2:14][CH2:15][CH2:16][CH2:17][CH3:18]. (2) Given the product [Cl:11][C:12]1[C:13]([I:20])=[C:14]([CH2:15][CH2:21][C:22]([OH:27])=[O:23])[CH:17]=[CH:18][CH:19]=1, predict the reactants needed to synthesize it. The reactants are: C(N(CC)CC)C.C(O)=O.[Cl:11][C:12]1[C:13]([I:20])=[C:14]([CH:17]=[CH:18][CH:19]=1)[CH:15]=O.[CH3:21][C:22]1(C)[O:27]C(=O)CC(=O)[O:23]1. (3) Given the product [CH3:13][O:10][C:9](=[O:11])[CH2:8][C:3]1[CH:4]=[CH:5][CH:6]=[CH:7][C:2]=1[Br:1], predict the reactants needed to synthesize it. The reactants are: [Br:1][C:2]1[CH:7]=[CH:6][CH:5]=[CH:4][C:3]=1[CH2:8][C:9]([OH:11])=[O:10].Cl.[CH3:13]O. (4) Given the product [Cl:1][C:2]1[CH:7]=[CH:6][C:5]([NH:8][C:9](=[O:14])[C:10]([CH3:11])([CH3:12])[CH3:13])=[C:4]([I:24])[C:3]=1[C:15]([F:16])([F:17])[F:18], predict the reactants needed to synthesize it. The reactants are: [Cl:1][C:2]1[CH:7]=[CH:6][C:5]([NH:8][C:9](=[O:14])[C:10]([CH3:13])([CH3:12])[CH3:11])=[CH:4][C:3]=1[C:15]([F:18])([F:17])[F:16].[Li]CCCC.[I:24]I.